This data is from Catalyst prediction with 721,799 reactions and 888 catalyst types from USPTO. The task is: Predict which catalyst facilitates the given reaction. (1) Reactant: Cl[C:2]([O:4][C:5]1[CH:10]=[CH:9][CH:8]=[CH:7][CH:6]=1)=[O:3].[CH:11]([C:14]1[CH:18]=[C:17]([NH2:19])[N:16]([C:20]2[CH:25]=[CH:24][C:23]([CH3:26])=[CH:22][CH:21]=2)[N:15]=1)([CH3:13])[CH3:12].C([O-])(O)=O.[Na+]. Product: [CH:11]([C:14]1[CH:18]=[C:17]([NH:19][C:2](=[O:3])[O:4][C:5]2[CH:10]=[CH:9][CH:8]=[CH:7][CH:6]=2)[N:16]([C:20]2[CH:21]=[CH:22][C:23]([CH3:26])=[CH:24][CH:25]=2)[N:15]=1)([CH3:13])[CH3:12]. The catalyst class is: 168. (2) Reactant: Cl[C:2]1[C:11]2[C:6](=[CH:7][CH:8]=[CH:9][CH:10]=2)[C:5]([C:12]2[CH:17]=[CH:16][CH:15]=[CH:14][CH:13]=2)=[N:4][N:3]=1.[C:18]([N:25]1[CH2:30][C@@H:29]2[CH2:31][C@H:26]1[CH2:27][NH:28]2)([O:20][C:21]([CH3:24])([CH3:23])[CH3:22])=[O:19]. Product: [C:12]1([C:5]2[C:6]3[C:11](=[CH:10][CH:9]=[CH:8][CH:7]=3)[C:2]([N:28]3[CH2:27][C@@H:26]4[CH2:31][C@H:29]3[CH2:30][N:25]4[C:18]([O:20][C:21]([CH3:24])([CH3:23])[CH3:22])=[O:19])=[N:3][N:4]=2)[CH:17]=[CH:16][CH:15]=[CH:14][CH:13]=1. The catalyst class is: 4. (3) Reactant: [OH:1][C:2]1[CH:12]=[CH:11][C:5]([C:6]([O:8][CH2:9][CH3:10])=[O:7])=[CH:4][C:3]=1[O:13][CH3:14].C(=O)([O-])[O-].[K+].[K+].CN(C)C=O.Cl[CH2:27][C:28]1[N:29]=[C:30]([C:34]2[CH:39]=[CH:38][CH:37]=[CH:36][CH:35]=2)[O:31][C:32]=1[CH3:33]. Product: [CH3:14][O:13][C:3]1[CH:4]=[C:5]([CH:11]=[CH:12][C:2]=1[O:1][CH2:27][C:28]1[N:29]=[C:30]([C:34]2[CH:39]=[CH:38][CH:37]=[CH:36][CH:35]=2)[O:31][C:32]=1[CH3:33])[C:6]([O:8][CH2:9][CH3:10])=[O:7]. The catalyst class is: 6.